Dataset: Full USPTO retrosynthesis dataset with 1.9M reactions from patents (1976-2016). Task: Predict the reactants needed to synthesize the given product. (1) Given the product [C:27]([C:29]1[CH:34]=[CH:33][C:32]([C:2]2[S:3][C:4]([S:8]([NH:11][C:12]3[N:17]=[C:16]([NH:18][C:19](=[O:25])[O:20][C:21]([CH3:24])([CH3:23])[CH3:22])[CH:15]=[C:14]([CH3:26])[CH:13]=3)(=[O:10])=[O:9])=[C:5]([CH3:7])[N:6]=2)=[CH:31][CH:30]=1)#[N:28], predict the reactants needed to synthesize it. The reactants are: Br[C:2]1[S:3][C:4]([S:8]([NH:11][C:12]2[N:17]=[C:16]([NH:18][C:19](=[O:25])[O:20][C:21]([CH3:24])([CH3:23])[CH3:22])[CH:15]=[C:14]([CH3:26])[CH:13]=2)(=[O:10])=[O:9])=[C:5]([CH3:7])[N:6]=1.[C:27]([C:29]1[CH:34]=[CH:33][C:32](B(O)O)=[CH:31][CH:30]=1)#[N:28].C(=O)([O-])[O-].[Cs+].[Cs+]. (2) Given the product [CH3:24][C:14]1[CH:13]=[CH:12][C:11]([C:9]2[N:8]=[C:5]3[CH:6]=[CH:7][C:2]([B:25]([OH:29])[OH:26])=[N:3][N:4]3[CH:10]=2)=[CH:16][C:15]=1[NH:17][C:18](=[O:23])[C:19]([CH3:22])([CH3:21])[CH3:20], predict the reactants needed to synthesize it. The reactants are: Cl[C:2]1[CH:7]=[CH:6][C:5]2=[N:8][C:9]([C:11]3[CH:12]=[CH:13][C:14]([CH3:24])=[C:15]([NH:17][C:18](=[O:23])[C:19]([CH3:22])([CH3:21])[CH3:20])[CH:16]=3)=[CH:10][N:4]2[N:3]=1.[B:25]1(B2OC(C)(C)C(C)(C)O2)[O:29]C(C)(C)C(C)(C)[O:26]1.C([O-])(=O)C.[K+].